Dataset: Orexin1 receptor HTS with 218,158 compounds and 233 confirmed actives. Task: Binary Classification. Given a drug SMILES string, predict its activity (active/inactive) in a high-throughput screening assay against a specified biological target. (1) The molecule is Clc1c(cc(NC(=S)NC(=O)c2cc(OC)cc(OC)c2)cc1)C(O)=O. The result is 0 (inactive). (2) The molecule is S(=O)(=O)(N1CC(CCC1)C(=O)Nc1cc(OC)c(OC)cc1)c1ccc(cc1)C. The result is 0 (inactive). (3) The result is 0 (inactive). The compound is S(=O)(=O)(N(Cc1ccccc1)c1c(OC)cccc1)c1cc(ccc1)C(O)=O. (4) The drug is O=C(N1CCN(CC1)c1cc2n(c(=O)n(c2cc1[N+]([O-])=O)C)C)C(OCC)=O. The result is 0 (inactive). (5) The drug is Clc1ccc(CCNC(=O)CN(S(=O)(=O)c2c(onc2C)C)c2ccc(cc2)C)cc1. The result is 1 (active).